This data is from Full USPTO retrosynthesis dataset with 1.9M reactions from patents (1976-2016). The task is: Predict the reactants needed to synthesize the given product. (1) Given the product [CH2:30]([O:29][C:27]([C:26]1[N:20]=[C:17]2[CH:16]=[C:15]([CH2:21][CH2:22][CH3:23])[C:14]([CH2:13][N:9]3[CH:10]=[CH:11][N:12]=[C:8]3[C:6]3[CH:5]=[CH:4][CH:3]=[C:2]([F:1])[N:7]=3)=[N:19][N:18]2[CH:25]=1)=[O:28])[CH3:31], predict the reactants needed to synthesize it. The reactants are: [F:1][C:2]1[N:7]=[C:6]([C:8]2[N:9]([CH2:13][C:14]3[N:19]=[N:18][C:17]([NH2:20])=[CH:16][C:15]=3[CH2:21][CH2:22][CH3:23])[CH:10]=[CH:11][N:12]=2)[CH:5]=[CH:4][CH:3]=1.Br[CH2:25][C:26](=O)[C:27]([O:29][CH2:30][CH3:31])=[O:28]. (2) Given the product [CH2:1]([O:3][C:4]1([O:22][CH2:23][CH3:24])[CH2:9][CH2:8][N:7]([CH3:27])[CH:6]([CH2:10][N:11]2[C:19](=[O:20])[C:18]3[C:13](=[CH:14][CH:15]=[CH:16][CH:17]=3)[C:12]2=[O:21])[CH2:5]1)[CH3:2], predict the reactants needed to synthesize it. The reactants are: [CH2:1]([O:3][C:4]1([O:22][CH2:23][CH3:24])[CH2:9][CH2:8][NH:7][CH:6]([CH2:10][N:11]2[C:19](=[O:20])[C:18]3[C:13](=[CH:14][CH:15]=[CH:16][CH:17]=3)[C:12]2=[O:21])[CH2:5]1)[CH3:2].C=O.[C:27](O[BH-](OC(=O)C)OC(=O)C)(=O)C.[Na+]. (3) The reactants are: [CH3:1][O:2][N:3]=[C:4]1[C:12]2[CH:11]=[CH:10]N=[N:8][C:7]=2[O:6][CH2:5]1.[Cl:13][C:14]1N=C2OCC(=O)C2=CC=1. Given the product [CH3:1][O:2][N:3]=[C:4]1[C:12]2[C:7](=[N:8][C:14]([Cl:13])=[CH:10][CH:11]=2)[O:6][CH2:5]1, predict the reactants needed to synthesize it. (4) Given the product [F:10][C:9]([F:12])([F:11])[C:3]1[CH:4]=[C:5]([Cl:8])[CH:6]=[CH:7][C:2]=1[C:22]1[CH:23]=[CH:24][N:19]=[CH:20][CH:21]=1, predict the reactants needed to synthesize it. The reactants are: I[C:2]1[CH:7]=[CH:6][C:5]([Cl:8])=[CH:4][C:3]=1[C:9]([F:12])([F:11])[F:10].C(=O)([O-])[O-].[K+].[K+].[N:19]1[CH:24]=[CH:23][C:22](B(O)O)=[CH:21][CH:20]=1.[Cl-].[NH4+]. (5) Given the product [NH2:1][CH2:2][CH2:3][NH:4][CH2:5][C@@H:6]([NH:9][C:10](=[O:16])[O:11][C:12]([CH3:14])([CH3:13])[CH3:15])[CH2:7][OH:8], predict the reactants needed to synthesize it. The reactants are: [NH2:1][CH2:2][CH2:3][NH:4][C:5](=O)[C@@H:6]([NH:9][C:10](=[O:16])[O:11][C:12]([CH3:15])([CH3:14])[CH3:13])[CH2:7][OH:8].B#B. (6) Given the product [CH2:66]([NH:73][C:27]([C:26]1[CH:25]=[CH:24][C:23]([NH:22][C:20]([CH:13]2[C:12]3[C:7](=[CH:8][CH:9]=[CH:10][CH:11]=3)[C:6](=[O:32])[N:5]([CH2:4][CH2:3][O:2][CH3:1])[CH:14]2[C:15]2[S:16][CH:17]=[CH:18][CH:19]=2)=[O:21])=[CH:31][CH:30]=1)=[O:29])[C:67]1[CH:72]=[CH:71][CH:70]=[CH:69][CH:68]=1, predict the reactants needed to synthesize it. The reactants are: [CH3:1][O:2][CH2:3][CH2:4][N:5]1[CH:14]([C:15]2[S:16][CH:17]=[CH:18][CH:19]=2)[CH:13]([C:20]([NH:22][C:23]2[CH:31]=[CH:30][C:26]([C:27]([OH:29])=O)=[CH:25][CH:24]=2)=[O:21])[C:12]2[C:7](=[CH:8][CH:9]=[CH:10][CH:11]=2)[C:6]1=[O:32].CN(C(ON1N=NC2C=CC=NC1=2)=[N+](C)C)C.F[P-](F)(F)(F)(F)F.C(N(C(C)C)CC)(C)C.[CH2:66]([NH2:73])[C:67]1[CH:72]=[CH:71][CH:70]=[CH:69][CH:68]=1.